Dataset: Forward reaction prediction with 1.9M reactions from USPTO patents (1976-2016). Task: Predict the product of the given reaction. (1) The product is: [NH:1]1[C:5]2=[N:6][CH:7]=[CH:8][CH:9]=[C:4]2[C:3]([CH:10]=[C:11]2[C:12](=[O:31])[CH:13]=[C:14]([NH:16][C:17]3[CH:18]=[CH:19][C:20]([CH:23]([CH3:25])[CH3:24])=[CH:21][CH:22]=3)[O:15]2)=[CH:2]1. Given the reactants [NH:1]1[C:5]2=[N:6][CH:7]=[CH:8][CH:9]=[C:4]2[C:3]([CH:10]=[C:11]2[O:15][C:14]([NH:16][C:17]3[CH:22]=[CH:21][C:20]([CH:23]([CH3:25])[CH3:24])=[CH:19][CH:18]=3)=[C:13](C(OCC)=O)[C:12]2=[O:31])=[CH:2]1, predict the reaction product. (2) Given the reactants [Br:1][C:2]1[CH:3]=[C:4]2[C:9](=[CH:10][CH:11]=1)[CH:8]=[C:7](OS(C(F)(F)F)(=O)=O)[CH:6]=[CH:5]2.[CH:20]([B-](F)(F)F)=[CH2:21].[K+].C(N(CC)CC)C.O, predict the reaction product. The product is: [Br:1][C:2]1[CH:11]=[CH:10][C:9]2[C:4](=[CH:5][CH:6]=[C:7]([CH:20]=[CH2:21])[CH:8]=2)[CH:3]=1.